Dataset: Catalyst prediction with 721,799 reactions and 888 catalyst types from USPTO. Task: Predict which catalyst facilitates the given reaction. (1) Reactant: CN1CCOCC1.COC(=O)NC(C(N1CCCC1C1NC(C2C=CC(C3C=CC(C4NC(C5CNCN5C(=O)C(NC(OC)=O)C(C)C)=NC=4)=CC=3)=CC=2)=CN=1)=O)C(C)C.[C:62]([O:66][C:67]([N:69]1[CH2:73][CH:72]([C:74]2[NH:75][C:76]([C:79]3[CH:84]=[CH:83][C:82]([C:85]4[CH:90]=[CH:89][C:88]([C:91]5[NH:92][C:93]([CH:96]6[CH2:100][CH2:99][CH2:98][N:97]6[C:101](=[O:111])[CH:102]([NH:106][C:107]([O:109][CH3:110])=[O:108])[CH:103]([CH3:105])[CH3:104])=[N:94][CH:95]=5)=[CH:87][CH:86]=4)=[CH:81][CH:80]=3)=[CH:77][N:78]=2)[N:71]([C:112](=[O:122])[CH:113]([NH:117][C:118]([O:120][CH3:121])=[O:119])[CH:114]([CH3:116])[CH3:115])[CH2:70]1)=[O:68])(C)(C)C.Cl.ClC(OC)=O. Product: [CH3:62][O:66][C:67]([N:69]1[CH2:73][CH:72]([C:74]2[NH:75][C:76]([C:79]3[CH:84]=[CH:83][C:82]([C:85]4[CH:90]=[CH:89][C:88]([C:91]5[NH:92][C:93]([CH:96]6[CH2:100][CH2:99][CH2:98][N:97]6[C:101](=[O:111])[CH:102]([NH:106][C:107]([O:109][CH3:110])=[O:108])[CH:103]([CH3:105])[CH3:104])=[N:94][CH:95]=5)=[CH:87][CH:86]=4)=[CH:81][CH:80]=3)=[CH:77][N:78]=2)[N:71]([C:112](=[O:122])[CH:113]([NH:117][C:118]([O:120][CH3:121])=[O:119])[CH:114]([CH3:116])[CH3:115])[CH2:70]1)=[O:68]. The catalyst class is: 4. (2) Reactant: [CH3:1][C:2]1[O:6][N:5]=[C:4]([C:7]2[CH:12]=[CH:11][CH:10]=[CH:9][CH:8]=2)[C:3]=1[CH2:13][O:14][C:15]1[CH:23]=[CH:22][C:18]([C:19]([OH:21])=O)=[CH:17][N:16]=1.F[B-](F)(F)F.N1(OC(N(C)C)=[N+](C)C)C2C=CC=CC=2N=N1.C(N(CC)C(C)C)(C)C.[F:55][C:56]1[CH:62]=[CH:61][C:59]([NH2:60])=[CH:58][CH:57]=1. Product: [F:55][C:56]1[CH:62]=[CH:61][C:59]([NH:60][C:19](=[O:21])[C:18]2[CH:22]=[CH:23][C:15]([O:14][CH2:13][C:3]3[C:4]([C:7]4[CH:8]=[CH:9][CH:10]=[CH:11][CH:12]=4)=[N:5][O:6][C:2]=3[CH3:1])=[N:16][CH:17]=2)=[CH:58][CH:57]=1. The catalyst class is: 3. (3) Reactant: [Si:1]([O:8][C@@H:9]1[CH2:14][C@H:13]([OH:15])[CH2:12][CH2:11][C@H:10]1[NH:16][C:17](=[O:23])[O:18][C:19]([CH3:22])([CH3:21])[CH3:20])([C:4]([CH3:7])([CH3:6])[CH3:5])([CH3:3])[CH3:2]. Product: [Si:1]([O:8][C@H:9]1[CH2:14][C@@H:13]([OH:15])[CH2:12][CH2:11][C@@H:10]1[NH:16][C:17](=[O:23])[O:18][C:19]([CH3:22])([CH3:21])[CH3:20])([C:4]([CH3:7])([CH3:6])[CH3:5])([CH3:3])[CH3:2]. The catalyst class is: 5.